From a dataset of Catalyst prediction with 721,799 reactions and 888 catalyst types from USPTO. Predict which catalyst facilitates the given reaction. (1) Reactant: [CH2:1]([N:3]1[CH2:8][C:7]([CH3:10])([CH3:9])[O:6][C:5](=[O:11])[CH:4]1[CH2:12][C:13]([OH:15])=O)[CH3:2].C([N:19]([CH:22]([CH3:24])[CH3:23])CC)(C)C.CN(C(ON1N=NC2C=CC=NC1=2)=[N+](C)C)C.F[P-](F)(F)(F)(F)F.C1(N)CC1. Product: [CH:22]1([NH:19][C:13](=[O:15])[CH2:12][CH:4]2[C:5](=[O:11])[O:6][C:7]([CH3:9])([CH3:10])[CH2:8][N:3]2[CH2:1][CH3:2])[CH2:24][CH2:23]1. The catalyst class is: 3. (2) Reactant: Cl.[OH:2][C@H:3]1[CH2:8][CH2:7][C@H:6]([N:9]2[CH2:13][CH2:12][C:11]3([CH2:18][CH2:17][CH2:16][NH:15][CH2:14]3)[C:10]2=[O:19])[CH2:5][CH2:4]1.Br[C:21]1[CH:26]=[CH:25][CH:24]=[C:23]([O:27][CH3:28])[N:22]=1.C(N(CC)CC)C.CN1CCCC1=O. Product: [OH:2][C@H:3]1[CH2:8][CH2:7][C@H:6]([N:9]2[CH2:13][CH2:12][C:11]3([CH2:18][CH2:17][CH2:16][N:15]([C:21]4[CH:26]=[CH:25][CH:24]=[C:23]([O:27][CH3:28])[N:22]=4)[CH2:14]3)[C:10]2=[O:19])[CH2:5][CH2:4]1. The catalyst class is: 205. (3) Reactant: [H-].[Na+].[CH:3]1([CH:6]([C:8]2[C:13]3[N:14]4[CH2:20][CH2:19][CH2:18][N:17]([C:21]5[CH:26]=[CH:25][C:24]([Cl:27])=[CH:23][C:22]=5[Cl:28])[C:15]4=[N:16][C:12]=3[CH:11]=[CH:10][CH:9]=2)[OH:7])[CH2:5][CH2:4]1.[CH3:29]I. Product: [CH:3]1([CH:6]([O:7][CH3:29])[C:8]2[C:13]3[N:14]4[CH2:20][CH2:19][CH2:18][N:17]([C:21]5[CH:26]=[CH:25][C:24]([Cl:27])=[CH:23][C:22]=5[Cl:28])[C:15]4=[N:16][C:12]=3[CH:11]=[CH:10][CH:9]=2)[CH2:5][CH2:4]1. The catalyst class is: 35. (4) Reactant: [NH2:1][C:2]1[S:3][C:4]([C:17]([NH2:19])=[O:18])=[C:5]([C:7]2[CH:12]=[CH:11][CH:10]=[C:9]([C:13]([F:16])([F:15])[F:14])[CH:8]=2)[N:6]=1.[CH3:20][O:21][CH:22]([O:33][CH3:34])[C:23]1[CH:28]=[CH:27][C:26]([N+:29]([O-:31])=[O:30])=[C:25](F)[CH:24]=1.C(=O)([O-])[O-].[Cs+].[Cs+].[Cl-].[NH4+]. Product: [CH3:34][O:33][CH:22]([O:21][CH3:20])[C:23]1[CH:28]=[CH:27][C:26]([N+:29]([O-:31])=[O:30])=[C:25]([NH:1][C:2]2[S:3][C:4]([C:17]([NH2:19])=[O:18])=[C:5]([C:7]3[CH:12]=[CH:11][CH:10]=[C:9]([C:13]([F:16])([F:14])[F:15])[CH:8]=3)[N:6]=2)[CH:24]=1. The catalyst class is: 9.